Predict the reactants needed to synthesize the given product. From a dataset of Full USPTO retrosynthesis dataset with 1.9M reactions from patents (1976-2016). (1) Given the product [CH3:1][C:2]1([CH3:22])[O:6][C@H:5]2[C@H:7]([N:12]3[C:16]4[N:17]=[CH:18][N:19]=[C:20]([CH3:21])[C:15]=4[CH:14]=[CH:13]3)[O:8][C@@H:9]([CH:10]([OH:11])[C:23]#[CH:24])[C@H:4]2[O:3]1, predict the reactants needed to synthesize it. The reactants are: [CH3:1][C:2]1([CH3:22])[O:6][C@H:5]2[C@H:7]([N:12]3[C:16]4[N:17]=[CH:18][N:19]=[C:20]([CH3:21])[C:15]=4[CH:14]=[CH:13]3)[O:8][C@@H:9]([CH:10]=[O:11])[C@H:4]2[O:3]1.[C:23]([Mg]Br)#[CH:24].C(=O)=O.CC(C)=O. (2) Given the product [CH3:1][O:2][C:3]1[CH:4]=[C:5]([CH:11]2[CH2:16][CH:15]([C:17]([F:20])([F:18])[F:19])[N:14]3[N:21]=[C:22]([C:24]4[CH:29]=[CH:28][N:27]=[C:26]([C:30]([N:36]5[CH2:35][CH2:34][N:33]([C:39]([O:41][C:42]([CH3:45])([CH3:44])[CH3:43])=[O:40])[CH2:38][CH2:37]5)=[O:31])[CH:25]=4)[CH:23]=[C:13]3[NH:12]2)[CH:6]=[CH:7][C:8]=1[O:9][CH3:10], predict the reactants needed to synthesize it. The reactants are: [CH3:1][O:2][C:3]1[CH:4]=[C:5]([CH:11]2[CH2:16][CH:15]([C:17]([F:20])([F:19])[F:18])[N:14]3[N:21]=[C:22]([C:24]4[CH:29]=[CH:28][N:27]=[C:26]([C:30](O)=[O:31])[CH:25]=4)[CH:23]=[C:13]3[NH:12]2)[CH:6]=[CH:7][C:8]=1[O:9][CH3:10].[N:33]1([C:39]([O:41][C:42]([CH3:45])([CH3:44])[CH3:43])=[O:40])[CH2:38][CH2:37][NH:36][CH2:35][CH2:34]1.